From a dataset of Catalyst prediction with 721,799 reactions and 888 catalyst types from USPTO. Predict which catalyst facilitates the given reaction. (1) Reactant: CON(C)[C:4]([CH:6]1[CH2:11][CH2:10][O:9][CH2:8][CH2:7]1)=[O:5].[CH2:13]1COCC1.C[Mg]Br. Product: [C:4]([CH:6]1[CH2:7][CH2:8][O:9][CH2:10][CH2:11]1)(=[O:5])[CH3:13]. The catalyst class is: 238. (2) Reactant: [Si:1]([N:8]1[C:16]2[C:11](=[C:12](Cl)[CH:13]=[CH:14][CH:15]=2)[CH:10]=[CH:9]1)([C:4]([CH3:7])([CH3:6])[CH3:5])([CH3:3])[CH3:2].[N:18]1([C:24]([O:26][C:27]([CH3:30])([CH3:29])[CH3:28])=[O:25])[CH2:23][CH2:22][NH:21][CH2:20][CH2:19]1.C1(P(C2CCCCC2)C2C=CC=CC=2C2C=CC=CC=2)CCCCC1.C(O[Na])(C)(C)C.OP([O-])(O)=O.[K+]. The catalyst class is: 164. Product: [Si:1]([N:8]1[C:16]2[C:11](=[C:12]([N:21]3[CH2:20][CH2:19][N:18]([C:24]([O:26][C:27]([CH3:30])([CH3:29])[CH3:28])=[O:25])[CH2:23][CH2:22]3)[CH:13]=[CH:14][CH:15]=2)[CH:10]=[CH:9]1)([C:4]([CH3:7])([CH3:6])[CH3:5])([CH3:3])[CH3:2]. (3) Reactant: [Br:1][C:2]1[CH:3]=[CH:4][C:5]([NH:11]/[CH:12]=[CH:13]/[N+:14]([O-:16])=[O:15])=[C:6]([CH:10]=1)[C:7](O)=[O:8].C([O-])(=O)C.[K+]. Product: [Br:1][C:2]1[CH:10]=[C:6]2[C:5](=[CH:4][CH:3]=1)[N:11]=[CH:12][C:13]([N+:14]([O-:16])=[O:15])=[C:7]2[OH:8]. The catalyst class is: 152. (4) Reactant: C(=O)([O-])[O-].[K+].[K+].[Cl:7][C:8]1[CH:22]=[CH:21][C:11]([O:12][CH2:13][C:14]2[CH:15]=[C:16]([OH:20])[CH:17]=[CH:18][CH:19]=2)=[CH:10][CH:9]=1.[CH2:23]([O:25][C:26]([C:28]1[C:29]2[S:37][CH:36]=[C:35]([CH2:38]Br)[C:30]=2[C:31]([Cl:34])=[N:32][CH:33]=1)=[O:27])[CH3:24]. Product: [CH2:23]([O:25][C:26]([C:28]1[C:29]2[S:37][CH:36]=[C:35]([CH2:38][O:20][C:16]3[CH:17]=[CH:18][CH:19]=[C:14]([CH2:13][O:12][C:11]4[CH:10]=[CH:9][C:8]([Cl:7])=[CH:22][CH:21]=4)[CH:15]=3)[C:30]=2[C:31]([Cl:34])=[N:32][CH:33]=1)=[O:27])[CH3:24]. The catalyst class is: 213.